Dataset: Reaction yield outcomes from USPTO patents with 853,638 reactions. Task: Predict the reaction yield, written as a fraction of the theoretical maximum amount of product (1.0 means a 100% yield; for example, 0.34 means a 34% yield). (1) The reactants are [C:1]([O:5][C:6]([N:8]1[CH2:13][CH2:12][C:11]2[NH:14][N:15]=[C:16]([C:17]3[CH:22]=[CH:21][C:20]([C:23]([F:26])([F:25])[F:24])=[CH:19][CH:18]=3)[C:10]=2[CH2:9]1)=[O:7])([CH3:4])([CH3:3])[CH3:2].[C:27]([O:31][CH3:32])(=[O:30])[CH:28]=[CH2:29].C(O[Na])(C)(C)C. The catalyst is C1(C)C=CC=CC=1. The product is [C:1]([O:5][C:6]([N:8]1[CH2:13][CH2:12][C:11]2[N:14]([CH2:29][CH2:28][C:27]([O:31][CH3:32])=[O:30])[N:15]=[C:16]([C:17]3[CH:18]=[CH:19][C:20]([C:23]([F:24])([F:25])[F:26])=[CH:21][CH:22]=3)[C:10]=2[CH2:9]1)=[O:7])([CH3:4])([CH3:2])[CH3:3]. The yield is 0.150. (2) The reactants are [F:1][C:2]1[CH:7]=[CH:6][C:5]([N:8]2[C:17]3[C:12](=[N:13][CH:14]=[C:15]([CH2:18][C:19]4[CH:24]=[CH:23][C:22]([F:25])=[CH:21][CH:20]=4)[CH:16]=3)[C:11]([OH:26])=[C:10]([C:27](OCC)=[O:28])[C:9]2=[O:32])=[CH:4][CH:3]=1.[NH2:33][CH2:34][CH2:35][CH2:36][N:37]1[CH2:41][CH2:40][CH2:39][C:38]1=[O:42]. No catalyst specified. The product is [F:1][C:2]1[CH:7]=[CH:6][C:5]([N:8]2[C:17]3[C:12](=[N:13][CH:14]=[C:15]([CH2:18][C:19]4[CH:20]=[CH:21][C:22]([F:25])=[CH:23][CH:24]=4)[CH:16]=3)[C:11]([OH:26])=[C:10]([C:27]([NH:33][CH2:34][CH2:35][CH2:36][N:37]3[CH2:41][CH2:40][CH2:39][C:38]3=[O:42])=[O:28])[C:9]2=[O:32])=[CH:4][CH:3]=1. The yield is 0.560. (3) The reactants are Cl.[CH3:2][NH:3][O:4][CH3:5].[CH2:6]([O:10][C:11]1[CH:15]=[C:14]([C:16]([OH:18])=O)[N:13]([CH2:19][C:20]2[CH:25]=[CH:24][C:23]([Cl:26])=[CH:22][C:21]=2[Cl:27])[N:12]=1)[CH2:7][CH2:8][CH3:9].Cl.C(N=C=NCCCN(C)C)C.O.ON1C2C=CC=CC=2N=N1. The catalyst is CN(C)C=O.C(N(CC)CC)C. The product is [CH2:6]([O:10][C:11]1[CH:15]=[C:14]([C:16]([N:3]([O:4][CH3:5])[CH3:2])=[O:18])[N:13]([CH2:19][C:20]2[CH:25]=[CH:24][C:23]([Cl:26])=[CH:22][C:21]=2[Cl:27])[N:12]=1)[CH2:7][CH2:8][CH3:9]. The yield is 0.990. (4) The reactants are [Cl:1][C:2]1[S:6][C:5]([C:7]([NH:9][C@H:10]([CH2:18][N:19]2C(=O)C3C(=CC=CC=3)C2=O)[CH2:11][CH:12]2[CH2:17][CH2:16][CH2:15][CH2:14][CH2:13]2)=[O:8])=[CH:4][C:3]=1[C:30]1[N:34]([CH3:35])[N:33]=[CH:32][CH:31]=1.NN. The catalyst is O1CCCC1.CO. The product is [NH2:19][CH2:18][C@@H:10]([NH:9][C:7]([C:5]1[S:6][C:2]([Cl:1])=[C:3]([C:30]2[N:34]([CH3:35])[N:33]=[CH:32][CH:31]=2)[CH:4]=1)=[O:8])[CH2:11][CH:12]1[CH2:13][CH2:14][CH2:15][CH2:16][CH2:17]1. The yield is 0.530. (5) The reactants are [NH2:1][C:2]1[C:10]2[C:5](=[CH:6][CH:7]=[CH:8][C:9]=2[C:11]#[N:12])[N:4]([C:13]([O:15][C:16]([CH3:19])([CH3:18])[CH3:17])=[O:14])[N:3]=1.[Cl:20][C:21]1[S:25][C:24]([S:26](Cl)(=[O:28])=[O:27])=[CH:23][CH:22]=1. The catalyst is ClCCl.N1C=CC=CC=1. The product is [Cl:20][C:21]1[S:25][C:24]([S:26]([N:1]([S:26]([C:24]2[S:25][C:21]([Cl:20])=[CH:22][CH:23]=2)(=[O:28])=[O:27])[C:2]2[C:10]3[C:5](=[CH:6][CH:7]=[CH:8][C:9]=3[C:11]#[N:12])[N:4]([C:13]([O:15][C:16]([CH3:19])([CH3:18])[CH3:17])=[O:14])[N:3]=2)(=[O:28])=[O:27])=[CH:23][CH:22]=1. The yield is 0.560. (6) The reactants are [CH3:1][C:2]1([CH3:42])[C:6]([CH3:8])([CH3:7])[O:5][B:4]([C:9]2[CH:10]=[CH:11][C:12]3[C:41]4[C:17](=[C:18]5[C:38](=[CH:39][CH:40]=4)[C:22]4[N:23]=[C:24]([C@@H:26]6[CH2:30][CH2:29][CH2:28][N:27]6[C:31](OC(C)(C)C)=[O:32])[NH:25][C:21]=4[CH:20]=[CH:19]5)[O:16][CH2:15][C:13]=3[CH:14]=2)[O:3]1.Cl.[CH3:44][O:45][C:46]([NH:48][C@@H:49]([CH:53]([CH3:55])[CH3:54])C(O)=O)=[O:47].CN(C(ON1N=NC2C=CC=NC1=2)=[N+](C)C)C.F[P-](F)(F)(F)(F)F.C(N(C(C)C)CC)(C)C. The catalyst is C(OCC)(=O)C.C(O)C. The product is [CH3:44][O:45][C:46](=[O:47])[NH:48][C@@H:49]([CH:53]([CH3:55])[CH3:54])[C:31](=[O:32])[N:27]1[CH2:28][CH2:29][CH2:30][C@H:26]1[C:24]1[NH:25][C:21]2[CH:20]=[CH:19][C:18]3[C:38](=[CH:39][CH:40]=[C:41]4[C:12]5[CH:11]=[CH:10][C:9]([B:4]6[O:3][C:2]([CH3:42])([CH3:1])[C:6]([CH3:8])([CH3:7])[O:5]6)=[CH:14][C:13]=5[CH2:15][O:16][C:17]4=3)[C:22]=2[N:23]=1. The yield is 0.720.